From a dataset of Reaction yield outcomes from USPTO patents with 853,638 reactions. Predict the reaction yield, written as a fraction of the theoretical maximum amount of product (1.0 means a 100% yield; for example, 0.34 means a 34% yield). (1) The reactants are C1([CH:7]([SiH2:14][CH2:15][SiH2:16][CH:17](C2C=CC=CC=2)C2C=CC=CC=2)C2C=CC=CC=2)C=CC=CC=1.C1C=CC=CC=1.[Cl-:36].[Al+3].[Cl-:38].[Cl-:39].[ClH:40]. The catalyst is CC(C)=O. The product is [Cl:36][CH:7]([SiH2:14][CH2:15][SiH2:16][CH:17]([Cl:40])[Cl:39])[Cl:38]. The yield is 0.750. (2) The reactants are [NH2:1][C:2]1[N:3]=[C:4]2[CH:9]=[CH:8][C:7]([O:10][C:11]3[CH:12]=[C:13]([NH:17][C:18](=[O:29])[C:19]4[CH:24]=[CH:23][CH:22]=[C:21]([C:25]([F:28])([F:27])[F:26])[CH:20]=4)[CH:14]=[CH:15][CH:16]=3)=[N:6][N:5]2[CH:30]=1.[CH:31]1([C:36](Cl)=[O:37])[CH2:35][CH2:34][CH2:33][CH2:32]1.C(N(CC)CC)C. The catalyst is O1CCCC1. The product is [CH:31]1([C:36]([NH:1][C:2]2[N:3]=[C:4]3[CH:9]=[CH:8][C:7]([O:10][C:11]4[CH:12]=[C:13]([NH:17][C:18](=[O:29])[C:19]5[CH:24]=[CH:23][CH:22]=[C:21]([C:25]([F:28])([F:27])[F:26])[CH:20]=5)[CH:14]=[CH:15][CH:16]=4)=[N:6][N:5]3[CH:30]=2)=[O:37])[CH2:35][CH2:34][CH2:33][CH2:32]1. The yield is 0.570. (3) The reactants are Cl[C:2]1[C:11]([C:12]([NH:14][CH2:15][C:16]2[CH:21]=[CH:20][CH:19]=[C:18]([F:22])[CH:17]=2)=[O:13])=[C:10]([CH3:23])[C:9]2[C:4](=[CH:5][C:6]([C:24]([F:27])([F:26])[F:25])=[CH:7][CH:8]=2)[N:3]=1.Cl.[CH2:29]([NH2:31])[CH3:30].CCN(C(C)C)C(C)C.[OH-].[Na+]. The catalyst is CCOC(C)=O.CC#N. The product is [CH2:29]([NH:31][C:2]1[C:11]([C:12]([NH:14][CH2:15][C:16]2[CH:21]=[CH:20][CH:19]=[C:18]([F:22])[CH:17]=2)=[O:13])=[C:10]([CH3:23])[C:9]2[C:4](=[CH:5][C:6]([C:24]([F:27])([F:26])[F:25])=[CH:7][CH:8]=2)[N:3]=1)[CH3:30]. The yield is 0.770. (4) The reactants are [Cl:1][C:2]1[CH:3]=[C:4]([CH:17]=[C:18]([Cl:20])[CH:19]=1)[CH2:5][O:6][Si:7]([CH:14]([CH3:16])[CH3:15])([CH:11]([CH3:13])[CH3:12])[CH:8]([CH3:10])[CH3:9].C([Li])CCC.CN(C)[CH:28]=[O:29].Cl.[Na+].[Cl-]. The catalyst is O1CCCC1. The product is [Cl:20][C:18]1[CH:17]=[C:4]([CH2:5][O:6][Si:7]([CH:14]([CH3:16])[CH3:15])([CH:8]([CH3:9])[CH3:10])[CH:11]([CH3:12])[CH3:13])[CH:3]=[C:2]([Cl:1])[C:19]=1[CH:28]=[O:29]. The yield is 0.810. (5) The reactants are [O:1]=[S:2]1(=[O:55])[CH2:7][CH2:6][N:5]([CH2:8][CH2:9][NH:10][C@:11]23[CH2:46][CH2:45][C@@H:44]([C:47]([N:49]4CCOC[CH2:50]4)=[O:48])[C@@H:12]2[C@@H:13]2[C@@:26]([CH3:29])([CH2:27][CH2:28]3)[C@@:25]3([CH3:30])[C@@H:16]([C@:17]4([CH3:43])[C@@H:22]([CH2:23][CH2:24]3)[C:21]([CH3:32])([CH3:31])[C:20]([C:33]3[CH:42]=[CH:41][C:36]([C:37]([O:39][CH3:40])=[O:38])=[CH:35][CH:34]=3)=[CH:19][CH2:18]4)[CH2:15][CH2:14]2)[CH2:4][CH2:3]1.CN.C1COCC1. No catalyst specified. The product is [O:55]=[S:2]1(=[O:1])[CH2:7][CH2:6][N:5]([CH2:8][CH2:9][NH:10][C@:11]23[CH2:46][CH2:45][C@@H:44]([C:47](=[O:48])[NH:49][CH3:50])[C@@H:12]2[C@@H:13]2[C@@:26]([CH3:29])([CH2:27][CH2:28]3)[C@@:25]3([CH3:30])[C@@H:16]([C@:17]4([CH3:43])[C@@H:22]([CH2:23][CH2:24]3)[C:21]([CH3:31])([CH3:32])[C:20]([C:33]3[CH:34]=[CH:35][C:36]([C:37]([O:39][CH3:40])=[O:38])=[CH:41][CH:42]=3)=[CH:19][CH2:18]4)[CH2:15][CH2:14]2)[CH2:4][CH2:3]1. The yield is 0.558. (6) The reactants are [N+:1]([C:4]1[CH:9]=[CH:8][CH:7]=[CH:6][C:5]=1[C:10]1[CH:11]=[N:12][C:13]([OH:16])=[N:14][CH:15]=1)([O-:3])=[O:2].[I-].C[N+]1C=CN([C:24](=[O:33])[N:25]([CH3:32])[C:26]2[CH:31]=[CH:30][CH:29]=[CH:28][CH:27]=2)C=1.C(N(CC)CC)C. The catalyst is C(#N)C. The product is [N+:1]([C:4]1[CH:9]=[CH:8][CH:7]=[CH:6][C:5]=1[C:10]1[CH:15]=[N:14][C:13]([O:16][C:24](=[O:33])[N:25]([CH3:32])[C:26]2[CH:31]=[CH:30][CH:29]=[CH:28][CH:27]=2)=[N:12][CH:11]=1)([O-:3])=[O:2]. The yield is 0.320. (7) The reactants are [CH2:1]=[O:2].[ClH:3].CO[C:6]1[CH:10]=[C:9]([C:11]([F:14])([F:13])[F:12])[N:8]([CH3:15])[N:7]=1.[C:16](=O)([O-])[O-].[K+].[K+]. The catalyst is C(O)(=O)C.O. The product is [Cl:3][CH2:6][C:10]1[C:1]([O:2][CH3:16])=[N:7][N:8]([CH3:15])[C:9]=1[C:11]([F:12])([F:13])[F:14]. The yield is 0.650. (8) The reactants are C(OC([NH:8][C:9]1([C@@H:12]2[CH2:16][CH2:15][NH:14][CH2:13]2)[CH2:11][CH2:10]1)=O)(C)(C)C.C(N(CC)CC)C.CS(C)=O.F[C:29]1[CH:38]=[C:37]2[C:32]([C:33](=[O:46])[C:34]([C:43]([OH:45])=[O:44])=[CH:35][N:36]2[C@@H:39]2[CH2:41][C@@H:40]2[F:42])=[CH:31][CH:30]=1. The catalyst is O. The product is [NH2:8][C:9]1([C@@H:12]2[CH2:16][CH2:15][N:14]([C:29]3[CH:38]=[C:37]4[C:32]([C:33](=[O:46])[C:34]([C:43]([OH:45])=[O:44])=[CH:35][N:36]4[C@@H:39]4[CH2:41][C@@H:40]4[F:42])=[CH:31][CH:30]=3)[CH2:13]2)[CH2:10][CH2:11]1. The yield is 0.740. (9) The reactants are [C:1]([OH:6])(=[O:5])[CH:2]([CH3:4])[OH:3].[C:7]([O-])(=O)C(C)O.[NH4+].C(O)(=O)C=C.P([O-])([O-])([O-])=O.[Al+3].C(=O)C.C(O)(=O)CC.C(=O)=O.C(OC)(=O)C(C)O. No catalyst specified. The product is [C:1]([OH:6])(=[O:5])[CH:2]=[CH2:4].[C:1]([O:6][CH3:7])(=[O:5])[CH:2]=[CH2:4].[CH:2](=[O:3])[CH3:1]. The yield is 0.680.